Dataset: M1 muscarinic receptor antagonist screen with 61,756 compounds. Task: Binary Classification. Given a drug SMILES string, predict its activity (active/inactive) in a high-throughput screening assay against a specified biological target. (1) The result is 0 (inactive). The compound is O(CC(NC(OCC(C)C)=O)CC)C(=O)Nc1c(c(ccc1)C)C. (2) The result is 0 (inactive). The compound is O=C(Nc1cc2OCCOc2cc1)CN1CCC(n2nnc3c2ccc(c3)C)CC1. (3) The compound is Clc1c(Cn2c3c(n(c(=O)n(c3=O)C)C)nc2OCC=C)c(Cl)ccc1. The result is 0 (inactive). (4) The molecule is Clc1c(CN2CCN(CC(=O)N3CCCCCC3)C2=O)cccc1. The result is 0 (inactive). (5) The molecule is O=C(Nc1c(cc2nn(nc2c1)c1ccc(OC)cc1)C)C(C)C. The result is 0 (inactive).